Dataset: Forward reaction prediction with 1.9M reactions from USPTO patents (1976-2016). Task: Predict the product of the given reaction. Given the reactants Br[C:2]1[N:7]2[CH:8]=[C:9]([CH2:11][O:12][C:13]3[CH:22]=[CH:21][C:20]4[C:15](=[CH:16][CH:17]=[CH:18][CH:19]=4)[N:14]=3)[N:10]=[C:6]2[C:5]([N:23]2[CH2:28][CH2:27][O:26][CH2:25][CH2:24]2)=[N:4][CH:3]=1.[Cl:29][C:30]1[CH:35]=[CH:34][C:33](B(O)O)=[CH:32][N:31]=1, predict the reaction product. The product is: [Cl:29][C:30]1[N:31]=[CH:32][C:33]([C:2]2[N:7]3[CH:8]=[C:9]([CH2:11][O:12][C:13]4[CH:22]=[CH:21][C:20]5[C:15](=[CH:16][CH:17]=[CH:18][CH:19]=5)[N:14]=4)[N:10]=[C:6]3[C:5]([N:23]3[CH2:28][CH2:27][O:26][CH2:25][CH2:24]3)=[N:4][CH:3]=2)=[CH:34][CH:35]=1.